This data is from Reaction yield outcomes from USPTO patents with 853,638 reactions. The task is: Predict the reaction yield, written as a fraction of the theoretical maximum amount of product (1.0 means a 100% yield; for example, 0.34 means a 34% yield). (1) The reactants are N[C:2]1[CH:7]=[CH:6][C:5]([CH:8]([CH3:14])[C:9]([O:11][CH2:12][CH3:13])=[O:10])=[CH:4][C:3]=1[O:15][CH3:16].CC1C=CC(S(O)(=O)=O)=CC=1.O.N([O-])=O.[Na+].[I-:33].[K+]. The yield is 0.700. The catalyst is C(#N)C.O.C(OCC)(=O)C. The product is [I:33][C:2]1[CH:7]=[CH:6][C:5]([CH:8]([CH3:14])[C:9]([O:11][CH2:12][CH3:13])=[O:10])=[CH:4][C:3]=1[O:15][CH3:16]. (2) The reactants are [CH2:1]([C:3]1[N:7]([C:8]2[N:16]=[C:15]3[C:11]([N:12]=[C:13]([CH:18]=O)[N:14]3[CH3:17])=[C:10]([N:20]3[CH2:25][CH2:24][O:23][CH2:22][CH2:21]3)[N:9]=2)[C:6]2[CH:26]=[CH:27][CH:28]=[CH:29][C:5]=2[N:4]=1)[CH3:2].[NH:30]1[CH2:33][CH:32]([N:34]2[CH2:39][CH2:38][C:37]([F:41])([F:40])[CH2:36][CH2:35]2)[CH2:31]1.C(O[BH-](OC(=O)C)OC(=O)C)(=O)C.[Na+]. The catalyst is ClCCCl. The product is [F:41][C:37]1([F:40])[CH2:38][CH2:39][N:34]([CH:32]2[CH2:33][N:30]([CH2:18][C:13]3[N:14]([CH3:17])[C:15]4[C:11]([N:12]=3)=[C:10]([N:20]3[CH2:21][CH2:22][O:23][CH2:24][CH2:25]3)[N:9]=[C:8]([N:7]3[C:6]5[CH:26]=[CH:27][CH:28]=[CH:29][C:5]=5[N:4]=[C:3]3[CH2:1][CH3:2])[N:16]=4)[CH2:31]2)[CH2:35][CH2:36]1. The yield is 0.690. (3) The reactants are [CH3:1][CH2:2][CH2:3][CH2:4][CH:5]([CH2:8][NH:9][CH2:10][CH:11]([CH2:14][CH2:15][CH2:16][CH3:17])[CH2:12][CH3:13])[CH2:6][CH3:7].[Cl:18][CH2:19][CH2:20][CH2:21][C:22](Cl)=[O:23]. No catalyst specified. The product is [Cl:18][CH2:19][CH2:20][CH2:21][C:22]([N:9]([CH2:8][CH:5]([CH2:6][CH3:7])[CH2:4][CH2:3][CH2:2][CH3:1])[CH2:10][CH:11]([CH2:12][CH3:13])[CH2:14][CH2:15][CH2:16][CH3:17])=[O:23]. The yield is 1.00. (4) The reactants are [NH:1]([C:10]([O:12][CH2:13][CH2:14][C:15]1[S:16][C:17]([CH2:20][CH2:21][C:22]2[CH:27]=[CH:26][C:25]([N:28]3[CH2:33][CH2:32][N:31]([C:34](=[O:36])[CH3:35])[CH2:30][CH2:29]3)=[CH:24][N:23]=2)=[CH:18][CH:19]=1)=[O:11])[NH:2]C(OC(C)(C)C)=O.O1CCOCC1.Cl.Cl. The catalyst is CC(O)C.C(O)C. The product is [NH:1]([C:10]([O:12][CH2:13][CH2:14][C:15]1[S:16][C:17]([CH2:20][CH2:21][C:22]2[CH:27]=[CH:26][C:25]([N:28]3[CH2:29][CH2:30][N:31]([C:34](=[O:36])[CH3:35])[CH2:32][CH2:33]3)=[CH:24][N:23]=2)=[CH:18][CH:19]=1)=[O:11])[NH2:2]. The yield is 0.861. (5) The reactants are [Br:1][C:2]1[CH:9]=[CH:8][C:5]([CH2:6]Br)=[CH:4][CH:3]=1.C(N(CC)CC)C.[NH:17]1[CH2:22][CH2:21][CH:20]([C:23]#[N:24])[CH2:19][CH2:18]1. The catalyst is C1COCC1. The product is [Br:1][C:2]1[CH:9]=[CH:8][C:5]([CH2:6][N:17]2[CH2:22][CH2:21][CH:20]([C:23]#[N:24])[CH2:19][CH2:18]2)=[CH:4][CH:3]=1. The yield is 0.990. (6) The reactants are Br[C:2]1[C:10]2[C:5](=[CH:6][N:7]=[C:8]([O:11][CH3:12])[CH:9]=2)[S:4][CH:3]=1.[Li]CCCC.CCCCCC.C(O[B:28]1[O:32][C:31]([CH3:34])([CH3:33])[C:30]([CH3:36])([CH3:35])[O:29]1)(C)C. The catalyst is C1COCC1. The product is [CH3:12][O:11][C:8]1[CH:9]=[C:10]2[C:2]([B:28]3[O:32][C:31]([CH3:34])([CH3:33])[C:30]([CH3:36])([CH3:35])[O:29]3)=[CH:3][S:4][C:5]2=[CH:6][N:7]=1. The yield is 0.380.